The task is: Predict the reactants needed to synthesize the given product.. This data is from Full USPTO retrosynthesis dataset with 1.9M reactions from patents (1976-2016). (1) The reactants are: Br[C:2]1([C:12]2[C:21]3[C:16](=[CH:17][CH:18]=[CH:19][CH:20]=3)[CH:15]=[CH:14][CH:13]=2)[C:7]([O:8][CH3:9])=[CH:6][CH:5]=[CH:4][CH:3]1OC.[C:22]1([S-:28])[CH:27]=[CH:26][CH:25]=[CH:24][CH:23]=1.[Na+].CN([CH:33]=[O:34])C. Given the product [CH3:9][O:8][C:7]1[CH:2]=[CH:12][C:13]2[C:5](=[CH:4][CH:3]=[C:15]([C:16]3[CH:21]=[CH:20][CH:19]=[C:18]([O:34][CH3:33])[CH:17]=3)[CH:14]=2)[C:6]=1[S:28][C:22]1[CH:27]=[CH:26][CH:25]=[CH:24][CH:23]=1, predict the reactants needed to synthesize it. (2) Given the product [F:29][C:2]1([F:1])[CH2:7][CH2:6][N:5]([C:8]([C:10]2[N:28]([CH2:37][C:38]([F:41])([F:40])[F:39])[C:13]3=[N:14][CH:15]=[C:16]([O:18][CH:19]4[CH2:20][CH2:21][N:22]([CH:25]([CH3:27])[CH3:26])[CH2:23][CH2:24]4)[CH:17]=[C:12]3[CH:11]=2)=[O:9])[CH2:4][CH2:3]1, predict the reactants needed to synthesize it. The reactants are: [F:1][C:2]1([F:29])[CH2:7][CH2:6][N:5]([C:8]([C:10]2[NH:28][C:13]3=[N:14][CH:15]=[C:16]([O:18][CH:19]4[CH2:24][CH2:23][N:22]([CH:25]([CH3:27])[CH3:26])[CH2:21][CH2:20]4)[CH:17]=[C:12]3[CH:11]=2)=[O:9])[CH2:4][CH2:3]1.[H-].[Na+].CS(O[CH2:37][C:38]([F:41])([F:40])[F:39])(=O)=O. (3) Given the product [F:22][C:21]1[CH:20]=[C:19]([O:26][CH3:25])[CH:18]=[C:17]([F:24])[C:16]=1[N:9]1[C:8]([N:5]2[CH2:4][CH2:3][CH:2]([CH3:1])[CH2:7][CH2:6]2)=[C:12]([CH3:13])[N:11]=[C:10]1[S:14][CH3:15], predict the reactants needed to synthesize it. The reactants are: [CH3:1][CH:2]1[CH2:7][CH2:6][N:5]([C:8]2[N:9]([C:16]3[C:21]([F:22])=[CH:20][C:19](F)=[CH:18][C:17]=3[F:24])[C:10]([S:14][CH3:15])=[N:11][C:12]=2[CH3:13])[CH2:4][CH2:3]1.[CH3:25][O-:26].[Na+].Cl. (4) Given the product [C:1]([C:5]1[CH:10]=[CH:9][C:8]([C:11]([NH:16][C:15]2[CH:17]=[CH:18][S:19][C:14]=2[C:13]([NH:29][C:26]2[CH:27]=[CH:28][C:23]([O:22][CH3:21])=[CH:24][CH:25]=2)=[O:20])=[O:12])=[CH:7][CH:6]=1)([CH3:4])([CH3:3])[CH3:2], predict the reactants needed to synthesize it. The reactants are: [C:1]([C:5]1[CH:10]=[CH:9][C:8]([C:11]2[O:12][C:13](=[O:20])[C:14]3[S:19][CH:18]=[CH:17][C:15]=3[N:16]=2)=[CH:7][CH:6]=1)([CH3:4])([CH3:3])[CH3:2].[CH3:21][O:22][C:23]1[CH:28]=[CH:27][C:26]([NH2:29])=[CH:25][CH:24]=1.C1(C)C=CC(S(O)(=O)=O)=CC=1.